This data is from Catalyst prediction with 721,799 reactions and 888 catalyst types from USPTO. The task is: Predict which catalyst facilitates the given reaction. (1) Reactant: [F:1][C:2]1[C:3](=[O:21])[N:4]([C:9]2[CH:14]=[CH:13][C:12]([N:15]3[CH2:20][CH2:19][NH:18][CH2:17][CH2:16]3)=[CH:11][CH:10]=2)[CH:5]=[C:6]([F:8])[CH:7]=1.Cl[CH2:23][CH2:24][CH2:25][CH2:26][CH2:27][C:28]1[C:36]2[C:31](=[CH:32][CH:33]=[C:34]([C:37]#[N:38])[CH:35]=2)[NH:30][CH:29]=1.C(=O)([O-])[O-].[K+].[K+].[I-].[K+]. The catalyst class is: 10. Product: [F:1][C:2]1[C:3](=[O:21])[N:4]([C:9]2[CH:10]=[CH:11][C:12]([N:15]3[CH2:20][CH2:19][N:18]([CH2:23][CH2:24][CH2:25][CH2:26][CH2:27][C:28]4[C:36]5[C:31](=[CH:32][CH:33]=[C:34]([C:37]#[N:38])[CH:35]=5)[NH:30][CH:29]=4)[CH2:17][CH2:16]3)=[CH:13][CH:14]=2)[CH:5]=[C:6]([F:8])[CH:7]=1. (2) Reactant: O.[NH2:2][NH2:3].[CH2:4]([O:6][C:7](=[O:19])[C:8](=O)[CH2:9][C:10](=O)[CH2:11][CH2:12][CH2:13][CH:14]([CH3:16])[CH3:15])[CH3:5]. Product: [CH2:4]([O:6][C:7]([C:8]1[CH:9]=[C:10]([CH2:11][CH2:12][CH2:13][CH:14]([CH3:16])[CH3:15])[NH:3][N:2]=1)=[O:19])[CH3:5]. The catalyst class is: 14. (3) Reactant: Cl[C:2]1[CH:7]=[CH:6][C:5]([N+:8]([O-:10])=[O:9])=[CH:4][N:3]=1.[C:11]([N:18]1[CH2:23][CH2:22][NH:21][CH2:20][CH2:19]1)([O:13][C:14]([CH3:17])([CH3:16])[CH3:15])=[O:12]. Product: [C:14]([O:13][C:11]([N:18]1[CH2:23][CH2:22][N:21]([C:2]2[CH:7]=[CH:6][C:5]([N+:8]([O-:10])=[O:9])=[CH:4][N:3]=2)[CH2:20][CH2:19]1)=[O:12])([CH3:17])([CH3:15])[CH3:16]. The catalyst class is: 23. (4) Reactant: [CH2:1]([O:8][C:9]1[CH:14]=[CH:13][C:12]([Br:15])=[CH:11][C:10]=1[CH:16]([C:20]1[CH:25]=[CH:24][CH:23]=[CH:22][CH:21]=1)[CH2:17][CH2:18][OH:19])[C:2]1[CH:7]=[CH:6][CH:5]=[CH:4][CH:3]=1.C(N(CC)CC)C.[CH3:33][S:34](Cl)(=[O:36])=[O:35].Cl. Product: [CH3:33][S:34]([O:19][CH2:18][CH2:17][CH:16]([C:10]1[CH:11]=[C:12]([Br:15])[CH:13]=[CH:14][C:9]=1[O:8][CH2:1][C:2]1[CH:3]=[CH:4][CH:5]=[CH:6][CH:7]=1)[C:20]1[CH:25]=[CH:24][CH:23]=[CH:22][CH:21]=1)(=[O:36])=[O:35]. The catalyst class is: 6. (5) Product: [CH3:2][C:3]1[CH:7]=[CH:6][S:5][C:4]=1[CH2:8][O:9][CH:10]1[CH2:11][N:12]([C:58](=[O:59])/[CH:57]=[CH:56]/[C:51]2[CH:50]=[C:49]3[C:54](=[N:53][CH:52]=2)[NH:55][C:46](=[O:45])[CH2:47][CH2:48]3)[CH2:13]1. The catalyst class is: 9. Reactant: Cl.[CH3:2][C:3]1[CH:7]=[CH:6][S:5][C:4]=1[CH2:8][O:9][CH:10]1[CH2:13][NH:12][CH2:11]1.CCN=C=NCCCN(C)C.C1C=CC2N(O)N=NC=2C=1.C(N(C(C)C)CC)(C)C.Cl.[O:45]=[C:46]1[NH:55][C:54]2[N:53]=[CH:52][C:51](/[CH:56]=[CH:57]/[C:58](O)=[O:59])=[CH:50][C:49]=2[CH2:48][CH2:47]1. (6) Reactant: C([Mg]Cl)C1C=CC=CC=1.CCOCC.C(OC(N1CC(=O)C(CN(C(C)C)C(=O)C2C=CC(OC)=C(OCCCOC)C=2)C1)=O)(C)(C)C.C([O-])(O)=O.[Na+].C(OC([N:61]1[CH2:65][CH:64]([CH2:66][N:67]([CH:84]([CH3:86])[CH3:85])[C:68](=[O:83])[C:69]2[CH:74]=[CH:73][C:72]([O:75][CH3:76])=[C:71]([O:77][CH2:78][CH2:79][CH2:80][O:81][CH3:82])[CH:70]=2)[C:63]([CH2:88][C:89]2[CH:94]=[CH:93][CH:92]=[CH:91][CH:90]=2)([OH:87])[CH2:62]1)=O)(C)(C)C.Cl.O1CCOCC1. Product: [CH2:88]([C@:63]1([OH:87])[CH2:62][NH:61][CH2:65][C@H:64]1[CH2:66][N:67]([CH:84]([CH3:85])[CH3:86])[C:68](=[O:83])[C:69]1[CH:74]=[CH:73][C:72]([O:75][CH3:76])=[C:71]([O:77][CH2:78][CH2:79][CH2:80][O:81][CH3:82])[CH:70]=1)[C:89]1[CH:94]=[CH:93][CH:92]=[CH:91][CH:90]=1. The catalyst class is: 1.